From a dataset of Catalyst prediction with 721,799 reactions and 888 catalyst types from USPTO. Predict which catalyst facilitates the given reaction. (1) Reactant: [H-].[Na+].[CH:3]1[C:8]([OH:9])=[CH:7][CH:6]=[CH:5][C:4]=1[CH3:10].[Cl:11][C:12]1[CH:19]=[CH:18][CH:17]=[C:16](Cl)[C:13]=1[C:14]#[N:15].O. Product: [Cl:11][C:12]1[CH:19]=[CH:18][CH:17]=[C:16]([O:9][C:8]2[CH:3]=[C:4]([CH3:10])[CH:5]=[CH:6][CH:7]=2)[C:13]=1[C:14]#[N:15]. The catalyst class is: 16. (2) Reactant: [OH-].[Li+].[Cl:3][C:4]1[N:5]=[C:6]([C:11]([NH:13][C@H:14]2[CH2:19][CH2:18][N:17]([C:20]3[S:21][C:22]([C:30]([O:32]CC)=[O:31])=[C:23]([C:25](=[O:29])[NH:26][CH2:27][CH3:28])[N:24]=3)[CH2:16][C@H:15]2[O:35][CH2:36][CH3:37])=[O:12])[NH:7][C:8]=1[CH2:9][CH3:10]. Product: [Cl:3][C:4]1[N:5]=[C:6]([C:11]([NH:13][C@H:14]2[CH2:19][CH2:18][N:17]([C:20]3[S:21][C:22]([C:30]([OH:32])=[O:31])=[C:23]([C:25](=[O:29])[NH:26][CH2:27][CH3:28])[N:24]=3)[CH2:16][C@H:15]2[O:35][CH2:36][CH3:37])=[O:12])[NH:7][C:8]=1[CH2:9][CH3:10]. The catalyst class is: 5. (3) Reactant: Cl[C:2]1[CH:3]=[C:4]([CH:7]=[CH:8][N:9]=1)[C:5]#[N:6].[CH3:10][O:11][C:12]1[CH:19]=[CH:18][C:15]([CH2:16][NH2:17])=[CH:14][CH:13]=1.C([O-])(O)=O.[Na+]. Product: [CH3:10][O:11][C:12]1[CH:19]=[CH:18][C:15]([CH2:16][NH:17][C:2]2[CH:3]=[C:4]([CH:7]=[CH:8][N:9]=2)[C:5]#[N:6])=[CH:14][CH:13]=1. The catalyst class is: 17. (4) Reactant: [NH2:1][C:2]1[CH:10]=[CH:9][CH:8]=[C:7]2[C:3]=1[C:4](=[O:12])[O:5][C:6]2=O.[CH2:13]([O:15][C:16]([CH:18]=P(C1C=CC=CC=1)(C1C=CC=CC=1)C1C=CC=CC=1)=[O:17])[CH3:14]. Product: [CH2:13]([O:15][C:16](=[O:17])[CH:18]=[C:6]1[C:7]2[C:3](=[C:2]([NH2:1])[CH:10]=[CH:9][CH:8]=2)[C:4](=[O:12])[O:5]1)[CH3:14]. The catalyst class is: 7.